This data is from Full USPTO retrosynthesis dataset with 1.9M reactions from patents (1976-2016). The task is: Predict the reactants needed to synthesize the given product. (1) The reactants are: [NH:1]1[C:9]2[CH2:8][CH2:7][N:6]([C:10]([O:12][C:13]([CH3:16])([CH3:15])[CH3:14])=[O:11])[CH2:5][C:4]=2[CH:3]=[C:2]1[C:17]([O:19]CC)=[O:18].[OH-].[Na+]. Given the product [C:13]([O:12][C:10]([N:6]1[CH2:7][CH2:8][C:9]2[NH:1][C:2]([C:17]([OH:19])=[O:18])=[CH:3][C:4]=2[CH2:5]1)=[O:11])([CH3:16])([CH3:14])[CH3:15], predict the reactants needed to synthesize it. (2) The reactants are: [Cl:1][C:2]1[C:3]([F:31])=[C:4]([CH:8]2[C:12]([C:15]3[CH:20]=[CH:19][C:18]([Cl:21])=[CH:17][C:16]=3[F:22])([C:13]#[N:14])[CH:11]([CH2:23][C:24]([CH3:27])([CH3:26])[CH3:25])[NH:10][CH:9]2[C:28]([OH:30])=O)[CH:5]=[CH:6][CH:7]=1.[CH3:32]N(C(ON1N=NC2C=CC=NC1=2)=[N+](C)C)C.F[P-](F)(F)(F)(F)F.CCN(C(C)C)C(C)C.[NH2:65][C:66]1[CH:74]=[CH:73][C:69]([C:70]([OH:72])=[O:71])=[C:68]([CH3:75])[CH:67]=1. Given the product [CH3:32][O:71][C:70](=[O:72])[C:69]1[CH:73]=[CH:74][C:66]([NH:65][C:28]([C@H:9]2[C@H:8]([C:4]3[CH:5]=[CH:6][CH:7]=[C:2]([Cl:1])[C:3]=3[F:31])[C@:12]([C:15]3[CH:20]=[CH:19][C:18]([Cl:21])=[CH:17][C:16]=3[F:22])([C:13]#[N:14])[C@H:11]([CH2:23][C:24]([CH3:27])([CH3:25])[CH3:26])[NH:10]2)=[O:30])=[CH:67][C:68]=1[CH3:75], predict the reactants needed to synthesize it. (3) Given the product [ClH:1].[ClH:1].[CH3:21][N:3]([CH3:2])[C@H:4]1[C:12]2[C:7](=[CH:8][CH:9]=[C:10]([C:13]3[C:14]([CH3:20])=[N:15][N:16]([CH3:19])[C:17]=3[CH3:18])[CH:11]=2)[CH2:6][CH2:5]1, predict the reactants needed to synthesize it. The reactants are: [ClH:1].[CH3:2][N:3]([CH3:21])[C@H:4]1[C:12]2[C:7](=[CH:8][CH:9]=[C:10]([C:13]3[C:14]([CH3:20])=[N:15][N:16]([CH3:19])[C:17]=3[CH3:18])[CH:11]=2)[CH2:6][CH2:5]1. (4) Given the product [Cl:6][C:7]1[CH:12]=[C:11]([CH:13]=[C:14]([Cl:16])[Cl:15])[CH:10]=[CH:9][C:8]=1[OH:19], predict the reactants needed to synthesize it. The reactants are: [Al].[Pb](Br)Br.Cl.[Cl:6][C:7]1[CH:12]=[C:11]([CH:13](O)[C:14](Cl)([Cl:16])[Cl:15])[CH:10]=[CH:9][C:8]=1[OH:19]. (5) Given the product [OH:4][CH:3]([C:5]1[CH:10]=[CH:9][C:8]([C:11]2[N:15]=[C:14]([C:16]3[CH:21]=[C:20]([CH3:22])[N:19]=[C:18]([NH:23][CH:24]([CH3:26])[CH3:25])[N:17]=3)[O:13][N:12]=2)=[CH:7][CH:6]=1)[CH2:2][NH:1][S:36]([CH3:39])(=[O:38])=[O:37], predict the reactants needed to synthesize it. The reactants are: [NH2:1][CH2:2][CH:3]([C:5]1[CH:10]=[CH:9][C:8]([C:11]2[N:15]=[C:14]([C:16]3[CH:21]=[C:20]([CH3:22])[N:19]=[C:18]([NH:23][CH:24]([CH3:26])[CH3:25])[N:17]=3)[O:13][N:12]=2)=[CH:7][CH:6]=1)[OH:4].CCN(C(C)C)C(C)C.[S:36](Cl)([CH3:39])(=[O:38])=[O:37]. (6) Given the product [C:39]([C:38]([C:35]1[CH:34]=[CH:33][C:32]([CH2:31][NH:30][C:11](=[O:13])[CH2:10][N:7]2[C:6]3[C:14]([F:15])=[C:2]([F:1])[CH:3]=[CH:4][C:5]=3[N:9]=[CH:8]2)=[CH:37][CH:36]=1)([CH3:42])[CH3:41])#[N:40], predict the reactants needed to synthesize it. The reactants are: [F:1][C:2]1[CH:3]=[CH:4][C:5]2[N:9]=[CH:8][N:7]([CH2:10][C:11]([OH:13])=O)[C:6]=2[C:14]=1[F:15].C(N(CC)CC)C.C(Cl)(=O)C(C)(C)C.[NH2:30][CH2:31][C:32]1[CH:37]=[CH:36][C:35]([C:38]([CH3:42])([CH3:41])[C:39]#[N:40])=[CH:34][CH:33]=1. (7) Given the product [CH3:15][O:16][CH2:17][CH2:18][N:12]1[CH:13]=[C:9]([B:4]2[O:5][C:6]([CH3:7])([CH3:8])[C:2]([CH3:14])([CH3:1])[O:3]2)[CH:10]=[N:11]1, predict the reactants needed to synthesize it. The reactants are: [CH3:1][C:2]1([CH3:14])[C:6]([CH3:8])([CH3:7])[O:5][B:4]([C:9]2[CH:10]=[N:11][NH:12][CH:13]=2)[O:3]1.[CH3:15][O:16][CH2:17][CH2:18]Br.C(=O)([O-])[O-].[Cs+].[Cs+]. (8) Given the product [CH:11]1([CH2:17][NH:18][C:19]2[O:20][C:21]3[CH:27]=[C:26]([O:28][C:29]4[CH:34]=[CH:33][N:32]=[C:31]([C:35]#[N:37])[CH:30]=4)[CH:25]=[CH:24][C:22]=3[N:23]=2)[CH2:12][CH2:13][CH2:14][CH2:15][CH2:16]1, predict the reactants needed to synthesize it. The reactants are: CS(C)=O.C(Cl)(=O)C(Cl)=O.[CH:11]1([CH2:17][NH:18][C:19]2[O:20][C:21]3[CH:27]=[C:26]([O:28][C:29]4[CH:34]=[CH:33][N:32]=[C:31]([C:35]([NH2:37])=O)[CH:30]=4)[CH:25]=[CH:24][C:22]=3[N:23]=2)[CH2:16][CH2:15][CH2:14][CH2:13][CH2:12]1.C(N(CC)CC)C. (9) Given the product [Cl:8][C:9]1[CH:10]=[CH:11][C:12]([S:36]([CH2:39][CH3:40])(=[O:37])=[O:38])=[C:13]([CH:35]=1)[CH2:14][NH:15][C:16](=[O:34])[C:17]1[CH:22]=[CH:21][C:20]([CH2:23][N:24]2[CH2:29][CH2:28][N:27]([CH:4]3[CH2:5][CH2:6][O:1][CH2:2][CH2:3]3)[CH2:26][CH2:25]2)=[C:19]([C:30]([F:32])([F:31])[F:33])[CH:18]=1, predict the reactants needed to synthesize it. The reactants are: [O:1]1[CH2:6][CH2:5][C:4](=O)[CH2:3][CH2:2]1.[Cl:8][C:9]1[CH:10]=[CH:11][C:12]([S:36]([CH2:39][CH3:40])(=[O:38])=[O:37])=[C:13]([CH:35]=1)[CH2:14][NH:15][C:16](=[O:34])[C:17]1[CH:22]=[CH:21][C:20]([CH2:23][N:24]2[CH2:29][CH2:28][NH:27][CH2:26][CH2:25]2)=[C:19]([C:30]([F:33])([F:32])[F:31])[CH:18]=1.C(O[BH-](OC(=O)C)OC(=O)C)(=O)C.[Na+]. (10) Given the product [Cl:1][C:2]1[N:6]=[C:5]([C:20]2[CH:19]=[C:18]3[C:23](=[CH:22][CH:21]=2)[N:15]([CH3:14])[N:16]=[CH:17]3)[S:4][N:3]=1, predict the reactants needed to synthesize it. The reactants are: [Cl:1][C:2]1[N:6]=[C:5](Cl)[S:4][N:3]=1.C([O-])([O-])=O.[Na+].[Na+].[CH3:14][N:15]1[C:23]2[C:18](=[CH:19][C:20](B(O)O)=[CH:21][CH:22]=2)[CH:17]=[N:16]1.